Dataset: Full USPTO retrosynthesis dataset with 1.9M reactions from patents (1976-2016). Task: Predict the reactants needed to synthesize the given product. Given the product [Cl:10][C:11]1[N:12]=[C:13]([N:22]2[CH2:23][CH2:24][O:25][CH2:26][CH2:27]2)[C:14]2[S:19][C:18]([CH2:20][NH:1][CH2:2][CH2:3][N:4]3[CH2:9][CH2:8][O:7][CH2:6][CH2:5]3)=[CH:17][C:15]=2[N:16]=1, predict the reactants needed to synthesize it. The reactants are: [NH2:1][CH2:2][CH2:3][N:4]1[CH2:9][CH2:8][O:7][CH2:6][CH2:5]1.[Cl:10][C:11]1[N:12]=[C:13]([N:22]2[CH2:27][CH2:26][O:25][CH2:24][CH2:23]2)[C:14]2[S:19][C:18]([CH:20]=O)=[CH:17][C:15]=2[N:16]=1.C(O)(=O)C.C(O[BH-](OC(=O)C)OC(=O)C)(=O)C.[Na+].